Task: Predict the reactants needed to synthesize the given product.. Dataset: Full USPTO retrosynthesis dataset with 1.9M reactions from patents (1976-2016) (1) Given the product [CH2:1]([O:3][P:4]([C:9]([C:15]1[CH:16]=[CH:17][C:18]([NH2:21])=[CH:19][CH:20]=1)([O:12][CH2:13][CH3:14])[PH2:10]=[O:11])(=[O:8])[O:5][CH2:6][CH3:7])[CH3:2], predict the reactants needed to synthesize it. The reactants are: [CH2:1]([O:3][P:4]([C:9]([C:15]1[CH:20]=[CH:19][C:18]([N+:21]([O-])=O)=[CH:17][CH:16]=1)([O:12][CH2:13][CH3:14])[PH2:10]=[O:11])(=[O:8])[O:5][CH2:6][CH3:7])[CH3:2].Cl[Sn]Cl. (2) Given the product [CH2:1]([N:3]1[CH2:8][C:7]([CH3:9])([CH3:10])[O:6][C:5](=[O:11])[CH:4]1[CH2:12][C:13]([NH:40][C:35]1[CH:34]=[N:39][CH:38]=[CH:37][CH:36]=1)=[O:15])[CH3:2], predict the reactants needed to synthesize it. The reactants are: [CH2:1]([N:3]1[CH2:8][C:7]([CH3:10])([CH3:9])[O:6][C:5](=[O:11])[CH:4]1[CH2:12][C:13]([OH:15])=O)[CH3:2].C(N(C(C)C)CC)(C)C.CN(C(ON1N=[N:40][C:35]2[CH:36]=[CH:37][CH:38]=[N:39][C:34]1=2)=[N+](C)C)C.F[P-](F)(F)(F)(F)F.NC1C=NC=CC=1. (3) Given the product [Br:1][C:2]1[C:3]2[CH:4]3[CH2:13][CH:5]3[CH2:6][NH:7][C:8]=2[CH:9]=[CH:10][CH:11]=1, predict the reactants needed to synthesize it. The reactants are: [Br:1][C:2]1[C:3]2[CH:4]3[CH2:13][CH:5]3[C:6](=O)[NH:7][C:8]=2[CH:9]=[CH:10][CH:11]=1.Cl. (4) Given the product [F:40][C:41]([F:51])([F:50])[C:42]1[CH:49]=[CH:48][C:45]([CH2:22][N:19]2[CH2:18][CH2:17][N:16]([CH2:15][CH:14]=[O:29])[CH2:21][CH2:20]2)=[CH:44][CH:43]=1, predict the reactants needed to synthesize it. The reactants are: [N+](C1N=C2N(C=1)CC1(CCN([C:14](=[O:29])[CH2:15][N:16]3[CH2:21][CH2:20][N:19]([C:22](OC(C)(C)C)=O)[CH2:18][CH2:17]3)CC1)O2)([O-])=O.FC(F)(F)C(O)=O.[F:40][C:41]([F:51])([F:50])[C:42]1[CH:49]=[CH:48][C:45](C=O)=[CH:44][CH:43]=1.[B-]C#N.[Na+].C(=O)([O-])O.[Na+]. (5) Given the product [C:1]([N:5]1[C:9](=[O:10])[NH:8][C:7]([C:11]2[CH:12]=[C:13]([CH2:14][NH2:15])[CH:22]=[CH:23][C:24]=2[Cl:25])=[N:6]1)([CH3:4])([CH3:2])[CH3:3], predict the reactants needed to synthesize it. The reactants are: [C:1]([N:5]1[C:9](=[O:10])[NH:8][C:7]([C:11]2[CH:12]=[C:13]([CH:22]=[CH:23][C:24]=2[Cl:25])[CH2:14][NH:15]C(=O)C(F)(F)F)=[N:6]1)([CH3:4])([CH3:3])[CH3:2].[OH-].[K+]. (6) Given the product [CH3:44][N:45]1[CH:49]=[C:48]([C:50]([O:52][CH:53]([O:32][C:31]([C@H:28]2[CH2:29][CH2:30][C@H:25]([C@:22]([C:19]3[N:18]=[CH:17][C:16]([C:14]4[CH:13]=[C:12]([CH3:34])[CH:11]=[C:10]([NH:9][C:5]5[CH:4]=[C:3]([CH:2]([F:1])[F:35])[CH:8]=[CH:7][N:6]=5)[N:15]=4)=[CH:21][CH:20]=3)([OH:24])[CH3:23])[CH2:26][CH2:27]2)=[O:33])[CH3:54])=[O:51])[CH:47]=[N:46]1, predict the reactants needed to synthesize it. The reactants are: [F:1][CH:2]([F:35])[C:3]1[CH:8]=[CH:7][N:6]=[C:5]([NH:9][C:10]2[N:15]=[C:14]([C:16]3[CH:17]=[N:18][C:19]([C@@:22]([C@H:25]4[CH2:30][CH2:29][C@H:28]([C:31]([OH:33])=[O:32])[CH2:27][CH2:26]4)([OH:24])[CH3:23])=[CH:20][CH:21]=3)[CH:13]=[C:12]([CH3:34])[CH:11]=2)[CH:4]=1.[I-].[Na+].C(=O)([O-])[O-].[K+].[K+].[CH3:44][N:45]1[CH:49]=[C:48]([C:50]([O:52][CH:53](Cl)[CH3:54])=[O:51])[CH:47]=[N:46]1. (7) Given the product [Br:27][C:12]1[C:11](=[O:28])[N:10]([C:7]2[CH:8]=[CH:9][C:4]([CH2:3][NH:2][C:30](=[O:32])[CH3:31])=[CH:5][C:6]=2[F:29])[C:15]([CH3:16])=[CH:14][C:13]=1[O:17][CH2:18][C:19]1[CH:24]=[CH:23][C:22]([F:25])=[CH:21][C:20]=1[F:26], predict the reactants needed to synthesize it. The reactants are: Cl.[NH2:2][CH2:3][C:4]1[CH:9]=[CH:8][C:7]([N:10]2[C:15]([CH3:16])=[CH:14][C:13]([O:17][CH2:18][C:19]3[CH:24]=[CH:23][C:22]([F:25])=[CH:21][C:20]=3[F:26])=[C:12]([Br:27])[C:11]2=[O:28])=[C:6]([F:29])[CH:5]=1.[C:30](Cl)(=[O:32])[CH3:31].C(N(CC)CC)C.[NH4+].[Cl-]. (8) Given the product [CH3:1][O:2][CH2:3][N:4]1[C:12]2[C:7](=[CH:8][C:9]([C:13]([CH:20]3[C:21](=[O:23])[O:22][C:17]([CH3:25])([CH3:16])[O:18][C:19]3=[O:24])=[O:15])=[CH:10][CH:11]=2)[CH:6]=[N:5]1, predict the reactants needed to synthesize it. The reactants are: [CH3:1][O:2][CH2:3][N:4]1[C:12]2[C:7](=[CH:8][C:9]([C:13]([OH:15])=O)=[CH:10][CH:11]=2)[CH:6]=[N:5]1.[CH3:16][C:17]1([CH3:25])[O:22][C:21](=[O:23])[CH2:20][C:19](=[O:24])[O:18]1.CCN=C=NCCCN(C)C.Cl.